This data is from Full USPTO retrosynthesis dataset with 1.9M reactions from patents (1976-2016). The task is: Predict the reactants needed to synthesize the given product. (1) The reactants are: [NH2:1][CH:2]([C:10]1[C:11]([O:18][CH3:19])=[N:12][CH:13]=[N:14][C:15]=1[O:16][CH3:17])[CH2:3][CH2:4][CH2:5][C:6]([O:8]C)=O.[C:20]1([C:28]2[CH:33]=[CH:32][CH:31]=[CH:30][CH:29]=2)[CH:25]=[CH:24][CH:23]=[C:22]([CH:26]=O)[CH:21]=1. Given the product [C:20]1([C:28]2[CH:29]=[CH:30][CH:31]=[CH:32][CH:33]=2)[CH:25]=[CH:24][CH:23]=[C:22]([CH2:26][N:1]2[CH:2]([C:10]3[C:11]([O:18][CH3:19])=[N:12][CH:13]=[N:14][C:15]=3[O:16][CH3:17])[CH2:3][CH2:4][CH2:5][C:6]2=[O:8])[CH:21]=1, predict the reactants needed to synthesize it. (2) Given the product [C:1]([C:3]1[CH:4]=[C:5]([CH:36]=[CH:37][CH:38]=1)[CH2:6][N:7]([CH:8]1[CH2:13][CH2:12][N:11]([CH:14]([CH3:28])[CH2:15][CH2:16][NH:17][C:18](=[O:27])[C:19]2[C:24]([CH3:25])=[CH:23][CH:22]=[CH:21][C:20]=2[CH3:26])[CH2:10][CH2:9]1)[C:29]1[CH:34]=[CH:33][C:32]([O:35][C:48](=[O:49])[N:47]([CH2:51][CH3:52])[CH2:45][CH3:46])=[CH:31][CH:30]=1)#[N:2], predict the reactants needed to synthesize it. The reactants are: [C:1]([C:3]1[CH:4]=[C:5]([CH:36]=[CH:37][CH:38]=1)[CH2:6][N:7]([C:29]1[CH:34]=[CH:33][C:32]([OH:35])=[CH:31][CH:30]=1)[CH:8]1[CH2:13][CH2:12][N:11]([CH:14]([CH3:28])[CH2:15][CH2:16][NH:17][C:18](=[O:27])[C:19]2[C:24]([CH3:25])=[CH:23][CH:22]=[CH:21][C:20]=2[CH3:26])[CH2:10][CH2:9]1)#[N:2].C([O-])([O-])=O.[K+].[K+].[CH2:45]([N:47]([CH2:51][CH3:52])[C:48](Cl)=[O:49])[CH3:46].